From a dataset of Reaction yield outcomes from USPTO patents with 853,638 reactions. Predict the reaction yield, written as a fraction of the theoretical maximum amount of product (1.0 means a 100% yield; for example, 0.34 means a 34% yield). (1) The reactants are [C:1]([O:5][C@@H:6]([C:12]1[C:13]([CH3:40])=[N:14][C:15]([CH3:39])=[C:16]([C:26]2[CH:31]=[CH:30][C:29]([O:32][CH2:33][CH2:34][C:35]([CH3:38])([CH3:37])[CH3:36])=[CH:28][CH:27]=2)[C:17]=1[N:18]1[CH2:23][CH2:22][C:21]([CH3:25])([CH3:24])[CH2:20][CH2:19]1)[C:7]([O:9]CC)=[O:8])([CH3:4])([CH3:3])[CH3:2].[Li+].[OH-]. The catalyst is CCO.O. The product is [C:1]([O:5][C@@H:6]([C:12]1[C:13]([CH3:40])=[N:14][C:15]([CH3:39])=[C:16]([C:26]2[CH:27]=[CH:28][C:29]([O:32][CH2:33][CH2:34][C:35]([CH3:38])([CH3:37])[CH3:36])=[CH:30][CH:31]=2)[C:17]=1[N:18]1[CH2:23][CH2:22][C:21]([CH3:25])([CH3:24])[CH2:20][CH2:19]1)[C:7]([OH:9])=[O:8])([CH3:4])([CH3:3])[CH3:2]. The yield is 0.830. (2) The reactants are [NH2:1][C:2]1[CH:7]=[C:6]([C:8]2[N:9]=[C:10]([N:21]3[CH2:26][CH2:25][N:24]([C:27]([O:29][CH2:30][C:31]4[CH:36]=[CH:35][CH:34]=[CH:33][CH:32]=4)=[O:28])[CH2:23][CH2:22]3)[C:11]3[C:17]([CH:18]4[CH2:20][CH2:19]4)=[CH:16][N:15]=[CH:14][C:12]=3[N:13]=2)[CH:5]=[CH:4][N:3]=1.Br[C:38]1[CH:43]=[CH:42][C:41]([CH:44]2[CH2:47][O:46][CH2:45]2)=[CH:40][CH:39]=1.CC1(C)C2C(=C(P(C3C=CC=CC=3)C3C=CC=CC=3)C=CC=2)OC2C(P(C3C=CC=CC=3)C3C=CC=CC=3)=CC=CC1=2.C(=O)([O-])[O-].[Cs+].[Cs+]. The catalyst is CC([O-])=O.CC([O-])=O.[Pd+2]. The product is [CH:18]1([C:17]2[C:11]3[C:10]([N:21]4[CH2:26][CH2:25][N:24]([C:27]([O:29][CH2:30][C:31]5[CH:36]=[CH:35][CH:34]=[CH:33][CH:32]=5)=[O:28])[CH2:23][CH2:22]4)=[N:9][C:8]([C:6]4[CH:5]=[CH:4][N:3]=[C:2]([NH:1][C:38]5[CH:43]=[CH:42][C:41]([CH:44]6[CH2:47][O:46][CH2:45]6)=[CH:40][CH:39]=5)[CH:7]=4)=[N:13][C:12]=3[CH:14]=[N:15][CH:16]=2)[CH2:19][CH2:20]1. The yield is 0.690. (3) The reactants are Cl[C:2]([O:4][CH3:5])=[O:3].[F:6][C:7]([F:13])([CH:10]([F:12])[F:11])[CH2:8][OH:9].Cl. The catalyst is N1C=CC=CC=1. The product is [C:2](=[O:3])([O:9][CH2:8][C:7]([F:13])([F:6])[CH:10]([F:12])[F:11])[O:4][CH3:5]. The yield is 0.870. (4) The reactants are [F:1][C:2]1[CH:3]=[C:4]([CH:9]=[CH:10][C:11]=1[N+:12]([O-])=O)[C:5]([O:7][CH3:8])=[O:6].CCO. The catalyst is [Pd].CCOC(C)=O. The product is [NH2:12][C:11]1[CH:10]=[CH:9][C:4]([C:5]([O:7][CH3:8])=[O:6])=[CH:3][C:2]=1[F:1]. The yield is 0.950. (5) The product is [OH:10][CH2:9][C:8]1[CH:7]=[CH:6][C:5]([NH:13][C:14]([CH:16]2[CH2:21][CH:20]([O:22][CH2:23][CH2:24][CH2:25][CH2:26][CH2:27][CH2:28][CH2:29][CH2:30][CH2:31][CH2:32][CH2:33][CH2:34][CH2:35][CH2:36][CH2:37][CH2:38][CH2:39][CH3:40])[CH:19]([O:41][CH2:42][CH2:43][CH2:44][CH2:45][CH2:46][CH2:47][CH2:48][CH2:49][CH2:50][CH2:51][CH2:52][CH2:53][CH2:54][CH2:55][CH2:56][CH2:57][CH2:58][CH3:59])[CH:18]([O:60][CH2:61][CH2:62][CH2:63][CH2:64][CH2:65][CH2:66][CH2:67][CH2:68][CH2:69][CH2:70][CH2:71][CH2:72][CH2:73][CH2:74][CH2:75][CH2:76][CH2:77][CH3:78])[CH2:17]2)=[O:15])=[CH:4][C:3]=1[O:2][CH3:1]. The catalyst is C1COCC1. The reactants are [CH3:1][O:2][C:3]1[CH:4]=[C:5]([NH:13][C:14]([CH:16]2[CH2:21][CH:20]([O:22][CH2:23][CH2:24][CH2:25][CH2:26][CH2:27][CH2:28][CH2:29][CH2:30][CH2:31][CH2:32][CH2:33][CH2:34][CH2:35][CH2:36][CH2:37][CH2:38][CH2:39][CH3:40])[CH:19]([O:41][CH2:42][CH2:43][CH2:44][CH2:45][CH2:46][CH2:47][CH2:48][CH2:49][CH2:50][CH2:51][CH2:52][CH2:53][CH2:54][CH2:55][CH2:56][CH2:57][CH2:58][CH3:59])[CH:18]([O:60][CH2:61][CH2:62][CH2:63][CH2:64][CH2:65][CH2:66][CH2:67][CH2:68][CH2:69][CH2:70][CH2:71][CH2:72][CH2:73][CH2:74][CH2:75][CH2:76][CH2:77][CH3:78])[CH2:17]2)=[O:15])[CH:6]=[CH:7][C:8]=1[C:9](OC)=[O:10].CC(C[AlH]CC(C)C)C.C1(C)C=CC=CC=1.Cl. The yield is 1.00. (6) The reactants are Cl[C:2]1[CH:7]=[CH:6][C:5]([O:8][CH3:9])=[CH:4][CH:3]=1.[NH:10]1[CH2:14][CH2:13][CH2:12][CH2:11]1.CC([O-])(C)C.[Na+]. The catalyst is C1C=CC(/C=C/C(/C=C/C2C=CC=CC=2)=O)=CC=1.C1C=CC(/C=C/C(/C=C/C2C=CC=CC=2)=O)=CC=1.C1C=CC(/C=C/C(/C=C/C2C=CC=CC=2)=O)=CC=1.[Pd].[Pd].C1(C)C=CC=CC=1. The product is [CH3:9][O:8][C:5]1[CH:6]=[CH:7][C:2]([N:10]2[CH2:14][CH2:13][CH2:12][CH2:11]2)=[CH:3][CH:4]=1. The yield is 0.950. (7) The reactants are [NH:1]1[CH2:5][CH2:4][CH2:3][CH2:2]1.[C:6]([O:13][CH3:14])(=[O:12])[CH2:7][CH2:8][C:9]([CH3:11])=O.[BH-](OC(C)=O)(OC(C)=O)OC(C)=O.[Na+]. The catalyst is C(Cl)Cl.[Cl-].[Na+].O. The product is [CH3:14][O:13][C:6](=[O:12])[CH2:7][CH2:8][CH:9]([N:1]1[CH2:5][CH2:4][CH2:3][CH2:2]1)[CH3:11]. The yield is 0.340.